This data is from Forward reaction prediction with 1.9M reactions from USPTO patents (1976-2016). The task is: Predict the product of the given reaction. (1) Given the reactants [CH2:1]([O:3][C:4](=[O:15])[C:5]1[CH:10]=[CH:9][C:8](F)=[C:7]([N+:12]([O-:14])=[O:13])[CH:6]=1)[CH3:2].C([O-])([O-])=O.[Cs+].[Cs+].[Cl:22][C:23]1[CH:24]=[C:25]([SH:32])[C:26](=[CH:30][CH:31]=1)[C:27]([OH:29])=[O:28].Cl, predict the reaction product. The product is: [Cl:22][C:23]1[CH:24]=[C:25]([SH:32])[C:26](=[CH:30][CH:31]=1)[C:27]([OH:29])=[O:28].[CH2:1]([O:3][C:4](=[O:15])[C:5]1[CH:6]=[C:7]([N+:12]([O-:14])=[O:13])[C:8]([S:32][C:25]2[CH:24]=[C:23]([Cl:22])[CH:31]=[CH:30][C:26]=2[C:27]([OH:29])=[O:28])=[CH:9][CH:10]=1)[CH3:2]. (2) Given the reactants [CH3:1][O:2][C:3]([C:5]1[CH:6]=[N:7][CH:8]=[C:9]([O:11][C:12]2[CH:17]=[CH:16][C:15]([NH:18][CH3:19])=[C:14]([NH2:20])[CH:13]=2)[CH:10]=1)=[O:4].[Br:21][C:22]1[CH:27]=[CH:26][C:25]([N:28]=[C:29]=S)=[CH:24][CH:23]=1.CI, predict the reaction product. The product is: [CH3:1][O:2][C:3]([C:5]1[CH:6]=[N:7][CH:8]=[C:9]([O:11][C:12]2[CH:17]=[CH:16][C:15]3[N:18]([CH3:19])[C:29]([NH:28][C:25]4[CH:26]=[CH:27][C:22]([Br:21])=[CH:23][CH:24]=4)=[N:20][C:14]=3[CH:13]=2)[CH:10]=1)=[O:4]. (3) Given the reactants C([BH-](C(CC)C)C(CC)C)(CC)C.[Na+].[C:15]([O:19][C:20](=[O:32])[NH:21][C@H:22]([CH2:30]I)[CH2:23][C:24]1[CH:29]=[CH:28][CH:27]=[CH:26][CH:25]=1)([CH3:18])([CH3:17])[CH3:16].O, predict the reaction product. The product is: [C:15]([O:19][C:20](=[O:32])[NH:21][C@H:22]([CH3:30])[CH2:23][C:24]1[CH:25]=[CH:26][CH:27]=[CH:28][CH:29]=1)([CH3:18])([CH3:16])[CH3:17]. (4) The product is: [CH3:68][O:67][N:66]([CH3:65])[C:54]([C:51]1[S:50][C:49]([NH:48][C:46](=[O:47])[CH:45]([C:42]2[CH:41]=[CH:40][C:39]([S:36]([CH3:35])(=[O:38])=[O:37])=[CH:44][CH:43]=2)[CH2:57][CH:58]2[CH2:59][CH2:60][O:61][CH2:62][CH2:63]2)=[N:53][CH:52]=1)=[O:55]. Given the reactants CCN(CC)CC.F[P-](F)(F)(F)(F)F.N1(O[P+](N(C)C)(N(C)C)N(C)C)C2C=CC=CC=2N=N1.[CH3:35][S:36]([C:39]1[CH:44]=[CH:43][C:42]([CH:45]([CH2:57][CH:58]2[CH2:63][CH2:62][O:61][CH2:60][CH2:59]2)[C:46]([NH:48][C:49]2[S:50][C:51]([C:54](O)=[O:55])=[CH:52][N:53]=2)=[O:47])=[CH:41][CH:40]=1)(=[O:38])=[O:37].Cl.[CH3:65][NH:66][O:67][CH3:68], predict the reaction product. (5) Given the reactants [F:1][C:2]1[C:7]([S:8]([CH3:11])(=[O:10])=[O:9])=[CH:6][CH:5]=[CH:4][C:3]=1[N:12]1[CH2:17][CH2:16][NH:15][CH2:14][CH2:13]1.C(=O)([O-])[O-].[K+].[K+].I[CH2:25][CH2:26][CH3:27].Cl, predict the reaction product. The product is: [F:1][C:2]1[C:7]([S:8]([CH3:11])(=[O:9])=[O:10])=[CH:6][CH:5]=[CH:4][C:3]=1[N:12]1[CH2:17][CH2:16][N:15]([CH2:25][CH2:26][CH3:27])[CH2:14][CH2:13]1. (6) Given the reactants [Cl:1][C:2]1[CH:7]=[CH:6][C:5]([NH:8][C:9](=[O:22])[C:10]2[CH:15]=[CH:14][C:13]([CH2:16][S:17]([CH2:20][CH3:21])(=[O:19])=[O:18])=[CH:12][CH:11]=2)=[CH:4][C:3]=1[C:23]1[CH:28]=[CH:27][CH:26]=[CH:25][N:24]=1.[CH3:29]C(S(Cl)(=O)=O)C.C(S(Cl)(=O)=O)C, predict the reaction product. The product is: [Cl:1][C:2]1[CH:7]=[CH:6][C:5]([NH:8][C:9](=[O:22])[C:10]2[CH:15]=[CH:14][C:13]([CH2:16][S:17]([CH:20]([CH3:29])[CH3:21])(=[O:19])=[O:18])=[CH:12][CH:11]=2)=[CH:4][C:3]=1[C:23]1[CH:28]=[CH:27][CH:26]=[CH:25][N:24]=1. (7) Given the reactants [C:1]([O:13]C)(=O)[C:2]1[C:3](=[CH:8][CH:9]=[CH:10][CH:11]=1)[C:4]([O:6]C)=O.[NH2:15][C@H:16]([C:22]([OH:24])=O)[CH2:17][CH2:18][C:19](=[O:21])[NH2:20].C(C1NC=CN=1)(C1NC=CN=1)=O, predict the reaction product. The product is: [O:24]=[C:22]1[CH:16]([N:15]2[C:1](=[O:13])[C:2]3[C:3](=[CH:8][CH:9]=[CH:10][CH:11]=3)[C:4]2=[O:6])[CH2:17][CH2:18][C:19](=[O:21])[NH:20]1.